From a dataset of Experimentally validated miRNA-target interactions with 360,000+ pairs, plus equal number of negative samples. Binary Classification. Given a miRNA mature sequence and a target amino acid sequence, predict their likelihood of interaction. (1) The miRNA is hsa-miR-6085 with sequence AAGGGGCUGGGGGAGCACA. The protein sequence of the target gene is MAGAWLRWGLLLWAGLLASSAHGRLRRITYVVHPGPGLAAGALPLSGPPRSRTFNVALNARYSRSSAAAGAPSRASPGVPSERTRRTSKPGGAALQGLRPPPPPPPEPARPAVPGGQLHPNPGGHPAAAPFTKQGRQVVRSKVPQETQSGGGSRLQVHQKQQLQGVNVCGGRCCHGWSKAPGSQRCTKPSCVPPCQNGGMCLRPQLCVCKPGTKGKACETIAAQDTSSPVFGGQSPGAASSWGPPEQAAKHTSSKKADTLPRVSPVAQMTLTLKPKPSVGLPQQIHSQVTPLSSQSVVIH.... Result: 0 (no interaction). (2) The miRNA is mmu-miR-495-3p with sequence AAACAAACAUGGUGCACUUCUU. The protein sequence of the target gene is MRRRRSRVEGAARALPEAVAALSRCLPAGPSPEIFRRAKFDRPEAAPVLWQLLLRVLSPLAANNTWTDLAPEAQACVVKSALGSQGYPRSVLLQFPDGSSQGSRELLLALSWLLARGPLLEQLLAQTRVQLGDQLPQWEAPTSPGPPAPFVEPKSPVDLRLVEWLMGRLRFRWRCLISSQQEQCILLSKIHLYTQGCHSQQSLGHLSVAETEMLRDPESGQQLLQALESENIRLEAALEWRRRELVFWQWMDTVLDTCSPETPAVTSQPTFLPEISEGGLGELESVKQELQALQEELREV.... Result: 1 (interaction). (3) The miRNA is hsa-miR-5191 with sequence AGGAUAGGAAGAAUGAAGUGCU. The protein sequence of the target gene is MPVERMRMRPWLEEQINSNTIPGLKWLNKEKKIFQIPWMHAARHGWDVEKDAPLFRNWAIHTGKHQPGVDKPDPKTWKANFRCAMNSLPDIEEVKDKSIKKGNNAFRVYRMLPLSERPSKKGKKPKTEKEDKVKHIKQEPVESSLGLSNGVSDLSPEYAVLTSTIKNEVDSTVNIIVVGQSHLDSNIENQEIVTNPPDICQVVEVTTESDEQPVSMSELYPLQISPVSSYAESETTDSVPSDEESAEGRPHWRKRNIEGKQYLSNMGTRGSYLLPGMASFVTSNKPDLQVTIKEESNPVP.... Result: 1 (interaction). (4) The miRNA is mmu-miR-669c-3p with sequence UACACACACACACACAAGUAAA. The protein sequence of the target gene is MSSILPFTPPVVKRLLGWKKSAGGSGGAGGGEQNGQEEKWCEKAVKSLVKKLKKTGRLDELEKAITTQNCNTKCVTIPSTCSEIWGLSTANTVDQWDTTGLYSFSEQTRSLDGRLQVSHRKGLPHVIYCRLWRWPDLHSHHELKAIENCEYAFNLKKDEVCVNPYHYQRVETPVLPPVLVPRHTEILTELPPLDDYTHSIPENTNFPAGIEPQSNYIPETPPPGYISEDGETSDQQLNQSMDTGSPAELSPTTLSPVNHSLDLQPVTYSEPAFWCSIAYYELNQRVGETFHASQPSLTVD.... Result: 1 (interaction). (5) The miRNA is hsa-miR-224-5p with sequence UCAAGUCACUAGUGGUUCCGUUUAG. The protein sequence of the target gene is MLGFITRPPHRFLSLLCPGLRIPQLSVLCAQPRPRAMAISSSSCELPLVAVCQVTSTPDKQQNFKTCAELVREAARLGACLAFLPEAFDFIARDPAETLHLSEPLGGKLLEEYTQLARECGLWLSLGGFHERGQDWEQTQKIYNCHVLLNSKGAVVATYRKTHLCDVEIPGQGPMCESNSTMPGPSLESPVSTPAGKIGLAVCYDMRFPELSLALAQAGAEILTYPSAFGSITGPAHWEVLLRARAIETQCYVVAAAQCGRHHEKRASYGHSMVVDPWGTVVARCSEGPGLCLARIDLNY.... Result: 1 (interaction). (6) The miRNA is hsa-miR-5010-5p with sequence AGGGGGAUGGCAGAGCAAAAUU. The protein sequence of the target gene is MELSLESLGGLHSVAHAQAGELLSPGHARSAAAQHRGLVAPGRPGLVAGMASLLDGGGGGGGGGAGGAGGAGSAGGGADFRGELAGPLHPAMGMACEAPGLGGTYTTLTPLQHLPPLAAVADKFHQHAAAAAVAGAHGGHPHAHPHPAAAPPPPPPPQRLAASVSGSFTLMRDERAALASVGHLYGPYGKELPAMGSPLSPLPNALPPALHGAPQPPPPPPPPPLAAYGPPGHLAGDKLLPPAAFEPHAALLGRAEDALARGLPGGGGGTGSGGAGSGSAAGLLAPLGGLAAAGAHGPHG.... Result: 1 (interaction). (7) The miRNA is rno-miR-383-5p with sequence CAGAUCAGAAGGUGACUGUGG. The protein sequence of the target gene is MELLSPPLRDVDLTAPDGSLCSFATTDDFYDDPCFDSPDLRFFEDLDPRLMHVGALLKPEEHSHFPAAVHPAPGAREDEHVRAPSGHHQAGRCLLWACKACKRKTTNADRRKAATMRERRRLSKVNEAFETLKRCTSSNPNQRLPKVEILRNAIRYIEGLQALLRDQDAAPPGAAAAFYAPGPLPPGRGGEHYSGDSDASSPRSNCSDGMMDYSGPPSGARRRNCYEGAYYNEAPSEPRPGKSAAVSSLDCLSSIVERISTESPAAPALLLADVPSESPPRRQEAAAPSEGESSGDPTQS.... Result: 0 (no interaction).